From a dataset of NCI-60 drug combinations with 297,098 pairs across 59 cell lines. Regression. Given two drug SMILES strings and cell line genomic features, predict the synergy score measuring deviation from expected non-interaction effect. (1) Cell line: OVCAR3. Drug 2: CC1=C(C(CCC1)(C)C)C=CC(=CC=CC(=CC(=O)O)C)C. Synergy scores: CSS=-3.58, Synergy_ZIP=3.07, Synergy_Bliss=3.24, Synergy_Loewe=-1.85, Synergy_HSA=-1.98. Drug 1: CN(C)C1=NC(=NC(=N1)N(C)C)N(C)C. (2) Drug 1: CN1CCC(CC1)COC2=C(C=C3C(=C2)N=CN=C3NC4=C(C=C(C=C4)Br)F)OC. Drug 2: CCN(CC)CCNC(=O)C1=C(NC(=C1C)C=C2C3=C(C=CC(=C3)F)NC2=O)C. Cell line: CCRF-CEM. Synergy scores: CSS=-6.64, Synergy_ZIP=0.414, Synergy_Bliss=-8.72, Synergy_Loewe=-12.4, Synergy_HSA=-11.7.